Dataset: Reaction yield outcomes from USPTO patents with 853,638 reactions. Task: Predict the reaction yield, written as a fraction of the theoretical maximum amount of product (1.0 means a 100% yield; for example, 0.34 means a 34% yield). (1) The reactants are [Cl:1][C:2]1[N:3]=[C:4](Cl)[C:5]2[CH2:10][N:9]([C:11]([O:13][CH2:14][CH:15]3[C:27]4[CH:26]=[CH:25][CH:24]=[CH:23][C:22]=4[C:21]4[C:16]3=[CH:17][CH:18]=[CH:19][CH:20]=4)=[O:12])[CH2:8][C:6]=2[N:7]=1.[CH3:29][C:30]1[CH:34]=[C:33]([NH2:35])[NH:32][N:31]=1. The catalyst is C(O)(C)C. The product is [CH3:29][C:30]1[CH:34]=[C:33]([NH:35][C:4]2[C:5]3[CH2:10][N:9]([C:11]([O:13][CH2:14][CH:15]4[C:16]5[CH:17]=[CH:18][CH:19]=[CH:20][C:21]=5[C:22]5[C:27]4=[CH:26][CH:25]=[CH:24][CH:23]=5)=[O:12])[CH2:8][C:6]=3[N:7]=[C:2]([Cl:1])[N:3]=2)[NH:32][N:31]=1. The yield is 0.150. (2) The reactants are [OH:1][C:2]1[CH:7]=[CH:6][C:5]([N:8]2[C:12]([CH3:14])([CH3:13])[C:11](=[O:15])[N:10]([C:16]3[CH:23]=[CH:22][C:19]([C:20]#[N:21])=[C:18]([C:24]([F:27])([F:26])[F:25])[CH:17]=3)[C:9]2=[S:28])=[CH:4][CH:3]=1.[O:29]1[CH2:32][CH:31](OS(C2C=CC(C)=CC=2)(=O)=O)[CH2:30]1.C(=O)([O-])[O-].[K+].[K+].O. The catalyst is CN(C)C(=O)C. The product is [CH3:13][C:12]1([CH3:14])[C:11](=[O:15])[N:10]([C:16]2[CH:23]=[CH:22][C:19]([C:20]#[N:21])=[C:18]([C:24]([F:26])([F:27])[F:25])[CH:17]=2)[C:9](=[S:28])[N:8]1[C:5]1[CH:4]=[CH:3][C:2]([O:1][CH:31]2[CH2:32][O:29][CH2:30]2)=[CH:7][CH:6]=1. The yield is 0.177.